The task is: Binary Classification. Given a miRNA mature sequence and a target amino acid sequence, predict their likelihood of interaction.. This data is from Experimentally validated miRNA-target interactions with 360,000+ pairs, plus equal number of negative samples. (1) The miRNA is hsa-miR-1227-3p with sequence CGUGCCACCCUUUUCCCCAG. The protein sequence of the target gene is MARSRSRSPRWKHRSLSPVPRNAEHYKQRHSHGHYGCEYRKDPKRPVAWRMDSEKHGQSKPRIPSRGNIYYQSYEHRSPSPNIRNSLENVYMYKPHRGYSPGRGDSNRRAQYMPKYSEGIPYKEHERNSYPQKVQGGHSPDDHRVRGSGKGGKPPQRSIADSFRFEGKWHEDELRHQRIQEEKYSQSTRRGSEDFETRSSFQKRYPEDRDFRKYGHTSKRPKDVERYESREPARNPKWKPEHSLPPYQEDTDQWNLGPQTYRHAEREHPETSSATKVSYDYRHKRPKLLDGDQDFSDGRT.... Result: 0 (no interaction). (2) The miRNA is mmu-miR-669h-3p with sequence UAUGCAUAUACACACAUGCACA. The protein sequence of the target gene is MDLKESPSEGSLQPSSIQIFANTSTLHGIRHIFVYGPLTIRRVLWAVAFVGSLGLLLVESSERVSYYFSYQHVTKVDEVVAQSLVFPAVTLCNLNGFRFSRLTTNDLYHAGELLALLDVNLQIPDPHLADPTVLEALRQKANFKHYKPKQFSMLEFLHRVGHDLKDMMLYCKFKGQECGHQDFTTVFTKYGKCYMFNSGEDGKPLLTTVKGGTGNGLEIMLDIQQDEYLPIWGETEETTFEAGVKVQIHSQSEPPFIQELGFGVAPGFQTFVATQEQRLTYLPPPWGECRSSEMGLDFFP.... Result: 0 (no interaction). (3) The miRNA is dre-miR-200b-3p with sequence UAAUACUGCCUGGUAAUGAUGA. The protein sequence of the target gene is MMFSGFNADYEASSSRCSSASPAGDSLSYYHSPADSFSSMGSPVNAQDFCTDLAVSSVNFIPTVTAISISPDLQWLVQPTLVSSVAPSQTRAPHPYGVPTPSAGAYSRAGAVKTMPGGRAQSIGRRGKVEQLSPEEEEKRRIRRERNKMAAAKCRNRRRELTDTLQAETDQLEDEKSALQTEIANLLKEKEKLEFILAAHRPACKIPDDLGFPEEMSVASLDLSGGLPEAATPESEEAFTLPLLNDPEPKPSVEPVKKVSSMELKAEPFDDFLFPASSRPGGSETARSVPDMDLSGSFYA.... Result: 0 (no interaction).